This data is from Experimentally validated miRNA-target interactions with 360,000+ pairs, plus equal number of negative samples. The task is: Binary Classification. Given a miRNA mature sequence and a target amino acid sequence, predict their likelihood of interaction. (1) The miRNA is hsa-miR-17-5p with sequence CAAAGUGCUUACAGUGCAGGUAG. The protein sequence of the target gene is MQPPGPPPAYAPTNGDFTFVSSADAEDLSGSIASPDVKLNLGGDFIKESTATTFLRQRGYGWLLEVEDDDPEDNKPLLEELDIDLKDIYYKIRCVLMPMPSLGFNRQVVRDNPDFWGPLAVVLFFSMISLYGQFRVVSWIITIWIFGSLTIFLLARVLGGEVAYGQVLGVIGYSLLPLIVIAPVLLVVGSFEVVSTLIKLFGVFWAAYSAASLLVGEEFKTKKPLLIYPIFLLYIYFLSLYTGV. Result: 1 (interaction). (2) The miRNA is hsa-miR-9-5p with sequence UCUUUGGUUAUCUAGCUGUAUGA. The protein sequence of the target gene is MLDICLEKRVGTTLAAPKCNSSTVRFQGLAEGTKGTMKMDMEDADMTLWTEAEFEEKCTYIVNDHPWDSGADGGTSVQAEASLPRNLLFKYATNSEEVIGVMSKEYIPKGTRFGPLIGEIYTNDTVPKNANRKYFWRIYSRGELHHFIDGFNEEKSNWMRYVNPAHSPREQNLAACQNGMNIYFYTIKPIPANQELLVWYCRDFAERLHYPYPGELTMMNLTQTQSSLKQPSTEKNELCPKNVPKREYSVKEILKLDSNPSKGKDLYRSNISPLTSEKDLDDFRRRGSPEMPFYPRVVYP.... Result: 1 (interaction). (3) The miRNA is hsa-miR-7156-5p with sequence UUGUUCUCAAACUGGCUGUCAGA. Result: 0 (no interaction). The protein sequence of the target gene is MALRAMRGIVNGAAPELPVPTGGPMAGAREQALAVSRNYLSQPRLTYKTVSGVNGPLVILDHVKFPRYAEIVHLTLPDGTKRSGQVLEVSGSKAVVQVFEGTSGIDAKKTSCEFTGDILRTPVSEDMLGRVFNGSGKPIDRGPVVLAEDFLDIMGQPINPQCRIYPEEMIQTGISAIDGMNSIARGQKIPIFSAAGLPHNEIAAQICRQAGLVKKSKDVVDYSEENFAIVFAAMGVNMETARFFKSDFEENGSMDNVCLFLNLANDPTIERIITPRLALTTAEFLAYQCEKHVLVILTDM....